Dataset: Forward reaction prediction with 1.9M reactions from USPTO patents (1976-2016). Task: Predict the product of the given reaction. Given the reactants CO[CH2:3][CH2:4][O:5][C:6]1[N:10]=[C:9]([CH:11]2[CH2:16][CH:15]([C:17]3[CH:22]=[CH:21][C:20]([CH2:23][C:24]([F:27])([F:26])[F:25])=[CH:19][CH:18]=3)[CH2:14][N:13]([C:28]([O:30]C3C=CC([N+]([O-])=O)=CC=3)=O)[CH2:12]2)[O:8][N:7]=1.Cl.[OH:41][CH:42]1[CH2:45][NH:44][CH2:43]1.C(=O)([O-])[O-].[K+].[K+], predict the reaction product. The product is: [CH2:4]([O:5][C:6]1[N:10]=[C:9]([CH:11]2[CH2:16][CH:15]([C:17]3[CH:22]=[CH:21][C:20]([CH2:23][C:24]([F:27])([F:25])[F:26])=[CH:19][CH:18]=3)[CH2:14][N:13]([C:28]([N:44]3[CH2:45][CH:42]([OH:41])[CH2:43]3)=[O:30])[CH2:12]2)[O:8][N:7]=1)[CH3:3].